Dataset: Reaction yield outcomes from USPTO patents with 853,638 reactions. Task: Predict the reaction yield, written as a fraction of the theoretical maximum amount of product (1.0 means a 100% yield; for example, 0.34 means a 34% yield). (1) The reactants are [F:1][C:2]([F:15])([F:14])[S:3][C:4]1[CH:5]=[C:6]([CH2:10][C:11]([OH:13])=[O:12])[CH:7]=[CH:8][CH:9]=1.[CH3:16]O. The catalyst is S(=O)(=O)(O)O. The product is [CH3:16][O:12][C:11](=[O:13])[CH2:10][C:6]1[CH:7]=[CH:8][CH:9]=[C:4]([S:3][C:2]([F:14])([F:1])[F:15])[CH:5]=1. The yield is 0.990. (2) The reactants are C([O:5][C:6](=[O:46])[CH2:7][NH:8][CH2:9][CH2:10][C:11]1[N:12]=[C:13]([C:39]2[CH:44]=[CH:43][C:42]([CH3:45])=[CH:41][CH:40]=2)[N:14]([CH:16]([C:20]2[N:29]([CH2:30][C:31]3[CH:36]=[CH:35][CH:34]=[CH:33][CH:32]=3)[C:28](=[O:37])[C:27]3[C:22](=[CH:23][C:24]([Cl:38])=[CH:25][CH:26]=3)[N:21]=2)[CH:17]([CH3:19])[CH3:18])[CH:15]=1)(C)(C)C.FC(F)(F)C(O)=O. The catalyst is C(Cl)Cl. The product is [CH2:30]([N:29]1[C:28](=[O:37])[C:27]2[C:22](=[CH:23][C:24]([Cl:38])=[CH:25][CH:26]=2)[N:21]=[C:20]1[CH:16]([N:14]1[CH:15]=[C:11]([CH2:10][CH2:9][NH:8][CH2:7][C:6]([OH:46])=[O:5])[N:12]=[C:13]1[C:39]1[CH:40]=[CH:41][C:42]([CH3:45])=[CH:43][CH:44]=1)[CH:17]([CH3:19])[CH3:18])[C:31]1[CH:32]=[CH:33][CH:34]=[CH:35][CH:36]=1. The yield is 0.530. (3) The reactants are [H-].[Na+].[Cl:3][C:4]1[N:9]=[CH:8][NH:7][C:6]2=[N:10][CH:11]=[CH:12][C:5]=12.Cl[CH2:14][O:15][CH2:16][C:17]1[CH:22]=[CH:21][CH:20]=[CH:19][CH:18]=1. The catalyst is O1CCCC1. The product is [CH2:16]([O:15][CH2:14][N:10]1[C:6]2[N:7]=[CH:8][N:9]=[C:4]([Cl:3])[C:5]=2[CH:12]=[CH:11]1)[C:17]1[CH:22]=[CH:21][CH:20]=[CH:19][CH:18]=1. The yield is 0.707. (4) The reactants are [OH:1][C@@H:2]([C:23]1[CH:28]=[CH:27][CH:26]=[CH:25][CH:24]=1)[CH2:3][CH2:4][N:5]1[CH2:10][CH2:9][CH:8]([C:11]2[CH:12]=[C:13]([NH:17][C:18](=[O:22])[CH:19]([CH3:21])[CH3:20])[CH:14]=[CH:15][CH:16]=2)[CH2:7][CH2:6]1.[F:29][C:30]([F:39])([F:38])[C:31]1[CH:36]=[CH:35][C:34](O)=[CH:33][CH:32]=1.C1(P(C2C=CC=CC=2)C2C=CC=CC=2)C=CC=CC=1.N(C(OCC)=O)=NC(OCC)=O.N. The catalyst is C1COCC1.C(Cl)(Cl)Cl. The product is [CH3:20][CH:19]([CH3:21])[C:18]([NH:17][C:13]1[CH:14]=[CH:15][CH:16]=[C:11]([CH:8]2[CH2:9][CH2:10][N:5]([CH2:4][CH2:3][C@@H:2]([C:23]3[CH:24]=[CH:25][CH:26]=[CH:27][CH:28]=3)[O:1][C:34]3[CH:35]=[CH:36][C:31]([C:30]([F:39])([F:38])[F:29])=[CH:32][CH:33]=3)[CH2:6][CH2:7]2)[CH:12]=1)=[O:22]. The yield is 0.389. (5) The reactants are Br[CH:2]1[C:6](=O)[CH2:5][CH:4]([C:8]([O:10][CH3:11])=[O:9])[CH2:3]1.[OH:12][C:13]1[CH:21]=[CH:20][C:16]([C:17]([NH2:19])=[S:18])=[CH:15][CH:14]=1.[CH2:22](O)C. No catalyst specified. The product is [OH:12][C:13]1[CH:21]=[CH:20][C:16]([C:17]2[S:18][C:6]3[CH2:5][CH:4]([C:8]([O:10][CH2:11][CH3:22])=[O:9])[CH2:3][C:2]=3[N:19]=2)=[CH:15][CH:14]=1. The yield is 0.510. (6) The yield is 0.200. The catalyst is CN(C=O)C. The product is [C:1]12([NH:11][CH2:12][C:13]3[S:20][C:16]4[S:17][C:18]([Cl:28])=[CH:19][C:15]=4[CH:14]=3)[CH2:2][CH:3]3[CH2:4][CH:5]([CH2:6][CH:7]([CH2:9]3)[CH2:8]1)[CH2:10]2. The reactants are [C:1]12([NH:11][CH2:12][C:13]3[S:20][C:16]4[S:17][CH:18]=[CH:19][C:15]=4[CH:14]=3)[CH2:10][CH:5]3[CH2:6][CH:7]([CH2:9][CH:3]([CH2:4]3)[CH2:2]1)[CH2:8]2.C1C(=O)N([Cl:28])C(=O)C1. (7) The reactants are [CH3:1][O:2][C:3](=[O:13])[C:4]1[CH:9]=[C:8]([OH:10])[C:7]([OH:11])=[C:6]([OH:12])[CH:5]=1.[CH3:14]OS(OC)(=O)=O.[OH-].[Na+].OS(O)(=O)=O. The catalyst is O. The product is [OH:12][C:6]1[CH:5]=[C:4]([CH:9]=[C:8]([O:10][CH3:14])[C:7]=1[OH:11])[C:3]([O:2][CH3:1])=[O:13]. The yield is 0.470.